Dataset: Catalyst prediction with 721,799 reactions and 888 catalyst types from USPTO. Task: Predict which catalyst facilitates the given reaction. (1) Reactant: Br[CH2:2][C:3](=[O:9])[CH2:4][C:5]([OH:8])([CH3:7])[CH3:6].C1C=CC=CC=1.C1C=CC([P:22](C2C=CC=CC=2)C2C=CC=CC=2)=CC=1.[OH-].[Na+]. Product: [PH4+:22].[OH:8][C:5]([CH3:7])([CH3:6])[CH2:4][C:3](=[O:9])[CH3:2]. The catalyst class is: 6. (2) Reactant: [C:1]([N:5]1[CH:9]=[C:8]([NH:10][C:11]([NH:13][C:14]2[CH:19]=[C:18]([C:20]3[C:31](=[O:32])[N:30]([CH:33]([CH3:35])[CH3:34])[C:23]4[N:24]=[C:25](SC)[N:26]=[CH:27][C:22]=4[CH:21]=3)[CH:17]=[CH:16][C:15]=2[F:36])=[O:12])[CH:7]=[N:6]1)([CH3:4])([CH3:3])[CH3:2].[CH3:37][NH2:38]. The catalyst class is: 1. Product: [C:1]([N:5]1[CH:9]=[C:8]([NH:10][C:11]([NH:13][C:14]2[CH:19]=[C:18]([C:20]3[C:31](=[O:32])[N:30]([CH:33]([CH3:35])[CH3:34])[C:23]4[N:24]=[C:25]([NH:38][CH3:37])[N:26]=[CH:27][C:22]=4[CH:21]=3)[CH:17]=[CH:16][C:15]=2[F:36])=[O:12])[CH:7]=[N:6]1)([CH3:4])([CH3:3])[CH3:2]. (3) Reactant: C([O:3][C:4](=[O:51])[CH:5]([O:7][C:8]1[CH:13]=[CH:12][C:11]([CH2:14][C@H:15]([NH:29][S:30]([C:33]2[CH:38]=[CH:37][CH:36]=[CH:35][CH:34]=2)(=[O:32])=[O:31])[C:16](=[O:28])[NH:17][CH2:18][CH2:19][CH2:20][CH2:21][C:22]2[CH:27]=[CH:26][CH:25]=[CH:24][CH:23]=2)=[CH:10][C:9]=1[N:39]([C:41]([O:43][CH2:44][C:45]1[CH:50]=[CH:49][CH:48]=[CH:47][CH:46]=1)=[O:42])[CH3:40])[F:6])C.[OH-].[K+]. Product: [C:33]1([S:30]([NH:29][C@H:15]([C:16](=[O:28])[NH:17][CH2:18][CH2:19][CH2:20][CH2:21][C:22]2[CH:23]=[CH:24][CH:25]=[CH:26][CH:27]=2)[CH2:14][C:11]2[CH:12]=[CH:13][C:8]([O:7][CH:5]([F:6])[C:4]([OH:51])=[O:3])=[C:9]([N:39]([C:41]([O:43][CH2:44][C:45]3[CH:46]=[CH:47][CH:48]=[CH:49][CH:50]=3)=[O:42])[CH3:40])[CH:10]=2)(=[O:32])=[O:31])[CH:34]=[CH:35][CH:36]=[CH:37][CH:38]=1. The catalyst class is: 14.